Predict the reaction yield, written as a fraction of the theoretical maximum amount of product (1.0 means a 100% yield; for example, 0.34 means a 34% yield). From a dataset of Reaction yield outcomes from USPTO patents with 853,638 reactions. The reactants are [CH3:1][O:2][C:3](=[O:26])[CH2:4][CH2:5][CH2:6]/[CH:7]=[CH:8]\[CH2:9][N:10]1[CH:15](/[CH:16]=[CH:17]/[C:18](=[O:24])[CH2:19][CH2:20][CH2:21][CH2:22][CH3:23])[CH2:14][CH2:13][CH2:12][C:11]1=[O:25].[H][H]. The catalyst is [Pd].CO. The product is [CH3:1][O:2][C:3](=[O:26])[CH2:4][CH2:5][CH2:6][CH2:7][CH2:8][CH2:9][N:10]1[CH:15]([CH2:16][CH2:17][C:18](=[O:24])[CH2:19][CH2:20][CH2:21][CH2:22][CH3:23])[CH2:14][CH2:13][CH2:12][C:11]1=[O:25]. The yield is 0.940.